Dataset: Full USPTO retrosynthesis dataset with 1.9M reactions from patents (1976-2016). Task: Predict the reactants needed to synthesize the given product. (1) Given the product [CH2:1]([O:3][C:4](=[O:18])[CH2:5][CH2:6][CH2:7][O:8][C:9]1[CH:14]=[C:13]([F:15])[C:12]([B:19]2[O:23][C:22]([CH3:25])([CH3:24])[C:21]([CH3:27])([CH3:26])[O:20]2)=[CH:11][C:10]=1[F:17])[CH3:2], predict the reactants needed to synthesize it. The reactants are: [CH2:1]([O:3][C:4](=[O:18])[CH2:5][CH2:6][CH2:7][O:8][C:9]1[CH:14]=[C:13]([F:15])[C:12](Br)=[CH:11][C:10]=1[F:17])[CH3:2].[B:19]1([B:19]2[O:23][C:22]([CH3:25])([CH3:24])[C:21]([CH3:27])([CH3:26])[O:20]2)[O:23][C:22]([CH3:25])([CH3:24])[C:21]([CH3:27])([CH3:26])[O:20]1.C([O-])(=O)C.[K+].N#N. (2) The reactants are: [Br:1][C:2]1[CH:3]=[C:4]([S:9]([NH:12][C:13]2[C:18]([OH:19])=[CH:17][C:16]([Br:20])=[CH:15][N:14]=2)(=[O:11])=[O:10])[CH:5]=[N:6][C:7]=1Cl.[CH3:21][OH:22]. Given the product [Br:1][C:2]1[CH:3]=[C:4]([S:9]([NH:12][C:13]2[C:18]([OH:19])=[CH:17][C:16]([Br:20])=[CH:15][N:14]=2)(=[O:11])=[O:10])[CH:5]=[N:6][C:7]=1[O:22][CH3:21], predict the reactants needed to synthesize it. (3) Given the product [CH3:57][O:58][CH2:59][C@@H:60]([S:34][C:35]1[CH:53]=[CH:52][C:51]([N+:54]([O-:56])=[O:55])=[CH:50][C:36]=1[CH2:37][N:38]([CH3:49])[C:39](=[O:48])[O:40][CH2:41][C:42]1[CH:43]=[CH:44][CH:45]=[CH:46][CH:47]=1)[CH3:61], predict the reactants needed to synthesize it. The reactants are: C1(P(C2C=CC=CC=2)C2C=CC=CC=2)C=CC=CC=1.CC(OC(/N=N/C(OC(C)C)=O)=O)C.[SH:34][C:35]1[CH:53]=[CH:52][C:51]([N+:54]([O-:56])=[O:55])=[CH:50][C:36]=1[CH2:37][N:38]([CH3:49])[C:39](=[O:48])[O:40][CH2:41][C:42]1[CH:47]=[CH:46][CH:45]=[CH:44][CH:43]=1.[CH3:57][O:58][CH2:59][C@H:60](O)[CH3:61]. (4) Given the product [CH:6]1[C:15]2[C:16]3[C:25]([C:13]4[C:14]=2[C:9]([CH:10]=[C:11]([S:1]([OH:3])(=[O:5])=[O:4])[CH:12]=4)=[CH:8][C:7]=1[S:1]([OH:5])(=[O:4])=[O:3])=[N:24][C:23]1[C:18](=[CH:19][CH:20]=[CH:21][CH:22]=1)[N:17]=3, predict the reactants needed to synthesize it. The reactants are: [S:1](=[O:5])(=[O:4])([OH:3])O.[CH:6]1[C:15]2[C:16]3[C:25]([C:13]4[C:14]=2[C:9]([CH:10]=[CH:11][CH:12]=4)=[CH:8][CH:7]=1)=[N:24][C:23]1[C:18](=[CH:19][CH:20]=[CH:21][CH:22]=1)[N:17]=3. (5) Given the product [Cl:40][C:41]1[CH:42]=[C:43]([C:18]2[CH:39]=[C:38]3[C:21]([CH2:22][C:23]4([C:31]53[N:35]=[C:34]([NH2:36])[C:33]([CH3:37])=[N:32]5)[CH2:24][CH2:25][C:26]([F:30])([F:29])[CH2:27][CH2:28]4)=[CH:20][CH:19]=2)[CH:44]=[N:45][CH:46]=1, predict the reactants needed to synthesize it. The reactants are: CC([PH+](C(C)(C)C)CCCS([O-])(=O)=O)(C)C.Br[C:18]1[CH:39]=[C:38]2[C:21]([CH2:22][C:23]3([C:31]42[N:35]=[C:34]([NH2:36])[C:33]([CH3:37])=[N:32]4)[CH2:28][CH2:27][C:26]([F:30])([F:29])[CH2:25][CH2:24]3)=[CH:20][CH:19]=1.[Cl:40][C:41]1[CH:42]=[C:43](B(O)O)[CH:44]=[N:45][CH:46]=1.C([O-])([O-])=O.[K+].[K+].